This data is from Catalyst prediction with 721,799 reactions and 888 catalyst types from USPTO. The task is: Predict which catalyst facilitates the given reaction. (1) Reactant: [Mg].[CH3:2][O:3][Si:4](OC)([O:7][CH3:8])[O:5][CH3:6].Br[C:12]1[CH:25]=[CH:24][C:23]2[S:22][C:21]3[C:16](=[CH:17][CH:18]=[CH:19][CH:20]=3)[S:15][C:14]=2[CH:13]=1. Product: [CH3:2][O:3][Si:4]([O:7][CH3:8])([O:5][CH3:6])[C:12]1[CH:25]=[CH:24][C:23]2[S:22][C:21]3[C:16](=[CH:17][CH:18]=[CH:19][CH:20]=3)[S:15][C:14]=2[CH:13]=1. The catalyst class is: 1. (2) Reactant: [CH:1]1([C:4]2[N:25]([S:26]([C:29]3[CH:34]=[CH:33][CH:32]=[CH:31][CH:30]=3)(=[O:28])=[O:27])[C:7]3[N:8]=[N:9][C:10]([CH2:12][CH2:13][CH2:14][CH2:15][N:16]4[CH:20]=[C:19]([C:21]([O:23][CH3:24])=[O:22])[N:18]=[N:17]4)=[CH:11][C:6]=3[C:5]=2I)[CH2:3][CH2:2]1.[CH3:36][Zn]C. The catalyst class is: 12. Product: [CH:1]1([C:4]2[N:25]([S:26]([C:29]3[CH:34]=[CH:33][CH:32]=[CH:31][CH:30]=3)(=[O:28])=[O:27])[C:7]3[N:8]=[N:9][C:10]([CH2:12][CH2:13][CH2:14][CH2:15][N:16]4[CH:20]=[C:19]([C:21]([O:23][CH3:24])=[O:22])[N:18]=[N:17]4)=[CH:11][C:6]=3[C:5]=2[CH3:36])[CH2:3][CH2:2]1.